From a dataset of Reaction yield outcomes from USPTO patents with 853,638 reactions. Predict the reaction yield, written as a fraction of the theoretical maximum amount of product (1.0 means a 100% yield; for example, 0.34 means a 34% yield). (1) The reactants are [F:1][C:2]1[CH:7]=[CH:6][C:5]([C:8]2[O:9][C:10](=O)[C:11]3[C:16]([CH:17]=2)=[CH:15][CH:14]=[C:13]([O:18][CH2:19][C:20]2[CH:25]=[CH:24][C:23]([O:26][CH3:27])=[CH:22][CH:21]=2)[CH:12]=3)=[CH:4][C:3]=1[O:29][CH3:30].[NH2:31][CH2:32][C:33]([NH:35][C:36]([CH3:39])([CH3:38])[CH3:37])=[O:34]. No catalyst specified. The product is [C:36]([NH:35][C:33](=[O:34])[CH2:32][N:31]1[C:8]([C:5]2[CH:6]=[CH:7][C:2]([F:1])=[C:3]([O:29][CH3:30])[CH:4]=2)=[CH:17][C:16]2[C:11](=[CH:12][C:13]([O:18][CH2:19][C:20]3[CH:21]=[CH:22][C:23]([O:26][CH3:27])=[CH:24][CH:25]=3)=[CH:14][CH:15]=2)[C:10]1=[O:9])([CH3:39])([CH3:38])[CH3:37]. The yield is 0.940. (2) The reactants are [CH2:1]([N:8]1[CH2:13][CH2:12][C:11]([C:22]2[CH:27]=[CH:26][C:25]([OH:28])=[CH:24][CH:23]=2)([C:14]2[CH:19]=[CH:18][CH:17]=[C:16]([O:20][CH3:21])[CH:15]=2)[CH2:10][CH2:9]1)[C:2]1[CH:7]=[CH:6][CH:5]=[CH:4][CH:3]=1.N1C=CC=CC=1.[S:35](O[S:35]([C:38]([F:41])([F:40])[F:39])(=[O:37])=[O:36])([C:38]([F:41])([F:40])[F:39])(=[O:37])=[O:36].C([O-])(O)=O.[Na+]. The catalyst is C(Cl)Cl. The product is [CH2:1]([N:8]1[CH2:9][CH2:10][C:11]([C:22]2[CH:27]=[CH:26][C:25]([O:28][S:35]([C:38]([F:41])([F:40])[F:39])(=[O:37])=[O:36])=[CH:24][CH:23]=2)([C:14]2[CH:19]=[CH:18][CH:17]=[C:16]([O:20][CH3:21])[CH:15]=2)[CH2:12][CH2:13]1)[C:2]1[CH:7]=[CH:6][CH:5]=[CH:4][CH:3]=1. The yield is 0.750. (3) The reactants are C(OC(=O)[NH:7][C@H:8]([C:10]1[N:14]([CH:15]2[CH2:17][CH2:16]2)[C:13]2[CH:18]=[C:19]([F:22])[CH:20]=[CH:21][C:12]=2[N:11]=1)[CH3:9])(C)(C)C.C(O)(C(F)(F)F)=O. The catalyst is C(Cl)Cl. The product is [CH:15]1([N:14]2[C:13]3[CH:18]=[C:19]([F:22])[CH:20]=[CH:21][C:12]=3[N:11]=[C:10]2[C@@H:8]([NH2:7])[CH3:9])[CH2:17][CH2:16]1. The yield is 0.580. (4) The reactants are [F:1][C:2]([F:7])([F:6])[C:3]([OH:5])=[O:4].C[N:9]([CH2:11][C:12]1[CH:13]=[C:14]([C:20]2[CH:21]=[C:22]3[C:26](=[C:27]([C:29]([NH2:31])=[O:30])[CH:28]=2)[NH:25][CH:24]=[C:23]3[CH:32]2[CH2:37][CH2:36][N:35]([S:38]([CH2:41][CH3:42])(=[O:40])=[O:39])[CH2:34][CH2:33]2)[CH:15]=[CH:16][C:17]=1[O:18][CH3:19])[CH3:10].[CH3:43][C:44](C)([CH3:47])[CH2:45]N.CNC. No catalyst specified. The product is [F:1][C:2]([F:7])([F:6])[C:3]([OH:5])=[O:4].[CH3:43][C:44]([CH3:47])([CH3:45])[CH2:10][NH:9][CH2:11][C:12]1[CH:13]=[C:14]([C:20]2[CH:21]=[C:22]3[C:26](=[C:27]([C:29]([NH2:31])=[O:30])[CH:28]=2)[NH:25][CH:24]=[C:23]3[CH:32]2[CH2:37][CH2:36][N:35]([S:38]([CH2:41][CH3:42])(=[O:39])=[O:40])[CH2:34][CH2:33]2)[CH:15]=[CH:16][C:17]=1[O:18][CH3:19]. The yield is 0.160. (5) The reactants are [F:1][C:2]1[CH:3]=[C:4]2[C:8](=[CH:9][CH:10]=1)[NH:7][C:6](=[O:11])[CH2:5]2.C[Si]([N-][Si](C)(C)C)(C)C.[Li+].[N:22]1([CH2:28][C:29]2[N:34]=[C:33]3[CH2:35][O:36][C:37](=O)[C:32]3=[CH:31][CH:30]=2)[CH2:27][CH2:26][O:25][CH2:24][CH2:23]1.Cl. The catalyst is C1COCC1. The product is [F:1][C:2]1[CH:3]=[C:4]2[C:8](=[CH:9][CH:10]=1)[NH:7][C:6](=[O:11])[C:5]2=[C:37]1[C:32]2[C:33](=[N:34][C:29]([CH2:28][N:22]3[CH2:27][CH2:26][O:25][CH2:24][CH2:23]3)=[CH:30][CH:31]=2)[CH2:35][O:36]1. The yield is 0.350. (6) The product is [F:13][C:14]1[CH:15]=[C:16]([C:45]2[CH:50]=[CH:49][CH:48]=[CH:47][C:46]=2[C:51]2[NH:3][C:4](=[O:7])[O:5][N:52]=2)[CH:17]=[CH:18][C:19]=1[CH2:20][C:21]1[C:22](=[O:44])[N:23]([C@H:33]2[CH2:38][CH2:37][C@H:36]([O:39][CH2:40][CH:41]([OH:43])[CH3:42])[CH2:35][CH2:34]2)[C:24]2[N:25]([N:30]=[CH:31][CH:32]=2)[C:26]=1[CH2:27][CH2:28][CH3:29]. The catalyst is C(OCC)(=O)C. The yield is 0.680. The reactants are [Cl-].O[NH3+:3].[C:4](=[O:7])([O-])[OH:5].[Na+].CS(C)=O.[F:13][C:14]1[CH:15]=[C:16]([C:45]2[C:46]([C:51]#[N:52])=[CH:47][CH:48]=[CH:49][CH:50]=2)[CH:17]=[CH:18][C:19]=1[CH2:20][C:21]1[C:22](=[O:44])[N:23]([C@H:33]2[CH2:38][CH2:37][C@H:36]([O:39][CH2:40][CH:41]([OH:43])[CH3:42])[CH2:35][CH2:34]2)[C:24]2[N:25]([N:30]=[CH:31][CH:32]=2)[C:26]=1[CH2:27][CH2:28][CH3:29]. (7) The reactants are [Cl:1][C:2]1[C:3]([N:16]2[CH2:21][CH2:20][CH2:19][C@@H:18]([NH:22]C(=O)OC(C)(C)C)[CH2:17]2)=[C:4]2[C:10]([NH:11][C:12](=[O:15])[CH2:13][CH3:14])=[CH:9][NH:8][C:5]2=[N:6][CH:7]=1.C(O)(C(F)(F)F)=O. The catalyst is C(Cl)Cl. The product is [ClH:1].[NH2:22][C@@H:18]1[CH2:19][CH2:20][CH2:21][N:16]([C:3]2[C:2]([Cl:1])=[CH:7][N:6]=[C:5]3[NH:8][CH:9]=[C:10]([NH:11][C:12](=[O:15])[CH2:13][CH3:14])[C:4]=23)[CH2:17]1. The yield is 0.923. (8) The reactants are Cl.[CH2:2]([NH:9][C:10]1[C:11]2[CH2:31][N:30](C(OC(C)(C)C)=O)[CH2:29][CH2:28][C:12]=2[N:13]=[C:14]([NH:16][C:17]2[CH:22]=[CH:21][C:20]([C:23]3[O:27][CH:26]=[N:25][CH:24]=3)=[CH:19][CH:18]=2)[N:15]=1)[C:3]1[CH:8]=[CH:7][CH:6]=[CH:5][CH:4]=1. The catalyst is CO. The product is [CH2:2]([NH:9][C:10]1[C:11]2[CH2:31][NH:30][CH2:29][CH2:28][C:12]=2[N:13]=[C:14]([NH:16][C:17]2[CH:18]=[CH:19][C:20]([C:23]3[O:27][CH:26]=[N:25][CH:24]=3)=[CH:21][CH:22]=2)[N:15]=1)[C:3]1[CH:4]=[CH:5][CH:6]=[CH:7][CH:8]=1. The yield is 0.750. (9) The product is [CH2:55]([O:62][C:63]([NH:65][C@H:66]([CH3:70])[C:67]([N:48]([CH2:49][C:50]([O:52][CH2:53][CH3:54])=[O:51])[C:41]1[C:42]2=[N:43][CH:44]=[CH:45][CH:46]=[C:47]2[NH:39][CH:40]=1)=[O:68])=[O:64])[C:56]1[CH:61]=[CH:60][CH:59]=[CH:58][CH:57]=1. The yield is 0.860. The catalyst is ClCCl.CO. The reactants are C[C@@H]1CN(C2C3=NC=CC=C3NC=2)CCN1C(OC(C)(C)C)=O.C1(N=C=NC2CCCCC2)CCCCC1.[NH:39]1[C:47]2[C:42](=[N:43][CH:44]=[CH:45][CH:46]=2)[C:41]([NH:48][CH2:49][C:50]([O:52][CH2:53][CH3:54])=[O:51])=[CH:40]1.[CH2:55]([O:62][C:63]([NH:65][C@H:66]([CH3:70])[C:67](O)=[O:68])=[O:64])[C:56]1[CH:61]=[CH:60][CH:59]=[CH:58][CH:57]=1.C(N(CC)CC)C.